This data is from Experimentally validated miRNA-target interactions with 360,000+ pairs, plus equal number of negative samples. The task is: Binary Classification. Given a miRNA mature sequence and a target amino acid sequence, predict their likelihood of interaction. The miRNA is hsa-miR-3976 with sequence UAUAGAGAGCAGGAAGAUUAAUGU. The protein sequence of the target gene is MPWRAGNGVGLEAQAGTQEAGPEEYCQEELGAEEEMAARAAWPVLRSVNSRELSRIIICNHSPRIVLPVWLNYYGKLLPYLTLLPGRDFRIHNFRSHPWLFRDARTHDKLLVNQTELFVPSSNVNGQPVFANITLQCIP. Result: 1 (interaction).